The task is: Predict the reaction yield, written as a fraction of the theoretical maximum amount of product (1.0 means a 100% yield; for example, 0.34 means a 34% yield).. This data is from Reaction yield outcomes from USPTO patents with 853,638 reactions. (1) The reactants are [CH:1]([C:4]1[C:12]([C:13](=[N:17][OH:18])[CH:14]([CH3:16])[CH3:15])=[C:7]2[CH:8]=[CH:9][CH:10]=[CH:11][N:6]2[N:5]=1)([CH3:3])[CH3:2].C[Si]([N:23]=[C:24]=[O:25])(C)C. The catalyst is C1COCC1. The product is [C:24]([O:18][N:17]=[C:13]([C:12]1[C:4]([CH:1]([CH3:3])[CH3:2])=[N:5][N:6]2[CH:11]=[CH:10][CH:9]=[CH:8][C:7]=12)[CH:14]([CH3:16])[CH3:15])(=[O:25])[NH2:23]. The yield is 0.453. (2) The reactants are N[C:2]1[CH:3]=[C:4]([NH:17][C:18](=[O:20])[CH3:19])[CH:5]=[CH:6][C:7]=1[C:8]([CH3:16])([CH3:15])[CH2:9][O:10][CH2:11][CH2:12][O:13][CH3:14].N([O-])=[O:22].[Na+]. The catalyst is OS(O)(=O)=O. The product is [OH:22][C:2]1[CH:3]=[C:4]([NH:17][C:18](=[O:20])[CH3:19])[CH:5]=[CH:6][C:7]=1[C:8]([CH3:16])([CH3:15])[CH2:9][O:10][CH2:11][CH2:12][O:13][CH3:14]. The yield is 0.380. (3) The reactants are Cl.[NH2:2][C:3]1[CH:8]=[CH:7][C:6]([CH2:9][CH2:10][O:11][C:12]2[CH:17]=[CH:16][C:15]([CH2:18][C@H:19]([O:23][CH2:24][CH3:25])[C:20]([OH:22])=[O:21])=[CH:14][CH:13]=2)=[CH:5][CH:4]=1.C(=O)([O-])O.[Na+].[Cl:31][C:32]1[CH:37]=[C:36]([Cl:38])[C:35]([Cl:39])=[CH:34][C:33]=1[S:40](Cl)(=[O:42])=[O:41].CO. The catalyst is C(#N)C.ClCCl. The product is [Cl:31][C:32]1[CH:37]=[C:36]([Cl:38])[C:35]([Cl:39])=[CH:34][C:33]=1[S:40]([NH:2][C:3]1[CH:4]=[CH:5][C:6]([CH2:9][CH2:10][O:11][C:12]2[CH:17]=[CH:16][C:15]([CH2:18][C@H:19]([O:23][CH2:24][CH3:25])[C:20]([OH:22])=[O:21])=[CH:14][CH:13]=2)=[CH:7][CH:8]=1)(=[O:42])=[O:41]. The yield is 0.890. (4) The catalyst is CO.O.[Ni]. The yield is 0.970. The reactants are [CH3:1][N:2]([CH:10]1[CH2:15][CH2:14][CH2:13][CH:12]([C:16]2[C:24]3[C:19](=[CH:20][CH:21]=[C:22]([N+:25]([O-])=O)[CH:23]=3)[NH:18][CH:17]=2)[CH2:11]1)[C:3](=[O:9])[O:4][C:5]([CH3:8])([CH3:7])[CH3:6].O.NN. The product is [C:5]([O:4][C:3](=[O:9])[N:2]([CH:10]1[CH2:15][CH2:14][CH2:13][CH:12]([C:16]2[C:24]3[C:19](=[CH:20][CH:21]=[C:22]([NH2:25])[CH:23]=3)[NH:18][CH:17]=2)[CH2:11]1)[CH3:1])([CH3:8])([CH3:6])[CH3:7]. (5) The reactants are [OH:1][C:2]1[CH:3]=[C:4]([C:11]([OH:13])=O)[C:5](=[CH:9][CH:10]=1)[C:6]([OH:8])=O.C(N1C=CN=C1)(N1C=CN=C1)=O.[CH3:26][O:27][CH2:28][CH2:29][NH2:30]. The catalyst is CN(C)C(=O)C. The product is [OH:1][C:2]1[CH:3]=[C:4]2[C:5](=[CH:9][CH:10]=1)[C:6](=[O:8])[N:30]([CH2:29][CH2:28][O:27][CH3:26])[C:11]2=[O:13]. The yield is 0.950. (6) The reactants are Br[C:2]1[C:3]([C:20]#[N:21])=[C:4]([CH:17]=[CH:18][CH:19]=1)[O:5][C:6]1[CH:15]=[CH:14][C:9]([C:10]([O:12][CH3:13])=[O:11])=[CH:8][C:7]=1[Cl:16].C([Sn](CCCC)(CCCC)[C:27]1[CH:32]=[CH:31][N:30]=[N:29][CH:28]=1)CCC.[Cl-].[Li+]. The catalyst is C1(C)C=CC=CC=1.C1C=CC([P]([Pd]([P](C2C=CC=CC=2)(C2C=CC=CC=2)C2C=CC=CC=2)([P](C2C=CC=CC=2)(C2C=CC=CC=2)C2C=CC=CC=2)[P](C2C=CC=CC=2)(C2C=CC=CC=2)C2C=CC=CC=2)(C2C=CC=CC=2)C2C=CC=CC=2)=CC=1. The product is [Cl:16][C:7]1[CH:8]=[C:9]([CH:14]=[CH:15][C:6]=1[O:5][C:4]1[CH:17]=[CH:18][CH:19]=[C:2]([C:27]2[CH:32]=[CH:31][N:30]=[N:29][CH:28]=2)[C:3]=1[C:20]#[N:21])[C:10]([O:12][CH3:13])=[O:11]. The yield is 0.910.